Dataset: Peptide-MHC class I binding affinity with 185,985 pairs from IEDB/IMGT. Task: Regression. Given a peptide amino acid sequence and an MHC pseudo amino acid sequence, predict their binding affinity value. This is MHC class I binding data. The peptide sequence is YTGDFDSVI. The MHC is HLA-B44:02 with pseudo-sequence HLA-B44:02. The binding affinity (normalized) is 0.